This data is from Forward reaction prediction with 1.9M reactions from USPTO patents (1976-2016). The task is: Predict the product of the given reaction. (1) Given the reactants [CH3:1][C:2]1[C:14]2[NH:13][C:12]3[C:7](=[CH:8][CH:9]=[C:10]([OH:15])[CH:11]=3)[C:6]=2[CH:5]=[CH:4][N:3]=1.C(=O)([O-])[O-].[Cs+].[Cs+].Br[CH2:23][C:24]1[CH:29]=[CH:28][CH:27]=[CH:26][CH:25]=1, predict the reaction product. The product is: [CH3:1][C:2]1[C:14]2[NH:13][C:12]3[C:7](=[CH:8][CH:9]=[C:10]([O:15][CH2:23][C:24]4[CH:29]=[CH:28][CH:27]=[CH:26][CH:25]=4)[CH:11]=3)[C:6]=2[CH:5]=[CH:4][N:3]=1. (2) Given the reactants [NH2:1][C:2]1[CH:7]=[CH:6][C:5]([Br:8])=[CH:4][C:3]=1[CH:9]([NH:16][S:17]([C:19]([CH3:22])([CH3:21])[CH3:20])=[O:18])[C:10]1[CH:15]=[CH:14][CH:13]=[CH:12][CH:11]=1.[Li+].[CH3:24][Si]([N-][Si](C)(C)C)(C)C.CI.O, predict the reaction product. The product is: [NH2:1][C:2]1[CH:7]=[CH:6][C:5]([Br:8])=[CH:4][C:3]=1[CH:9]([N:16]([CH3:24])[S:17]([C:19]([CH3:22])([CH3:21])[CH3:20])=[O:18])[C:10]1[CH:15]=[CH:14][CH:13]=[CH:12][CH:11]=1. (3) The product is: [CH:3]1([O:7][C:9]2[C:10]([CH3:29])=[N:11][C:12]3[C:17]([N:18]=2)=[C:16]([C:19]2[NH:27][C:26]4[CH2:25][CH2:24][NH:23][C:22](=[O:28])[C:21]=4[CH:20]=2)[CH:15]=[CH:14][CH:13]=3)[CH2:6][CH2:5][CH2:4]1. Given the reactants [H-].[Na+].[CH:3]1([OH:7])[CH2:6][CH2:5][CH2:4]1.F[C:9]1[C:10]([CH3:29])=[N:11][C:12]2[C:17]([N:18]=1)=[C:16]([C:19]1[NH:27][C:26]3[CH2:25][CH2:24][NH:23][C:22](=[O:28])[C:21]=3[CH:20]=1)[CH:15]=[CH:14][CH:13]=2.CO.C(Cl)Cl, predict the reaction product. (4) Given the reactants [Cl:1][C:2]1[CH:3]=[C:4]([C:9]2([C:15]([OH:17])=O)[CH2:14][CH2:13][CH2:12][CH2:11][CH2:10]2)[CH:5]=[CH:6][C:7]=1[Cl:8].[CH3:18][NH2:19], predict the reaction product. The product is: [Cl:1][C:2]1[CH:3]=[C:4]([C:9]2([C:15]([NH:19][CH3:18])=[O:17])[CH2:14][CH2:13][CH2:12][CH2:11][CH2:10]2)[CH:5]=[CH:6][C:7]=1[Cl:8]. (5) Given the reactants CS[C:3]([S:12][CH3:13])=[C:4]([C:10]#[N:11])[C:5]([O:7][CH2:8][CH3:9])=[O:6].[C:14]([NH2:17])(=O)[CH3:15].[H-].[Na+].C1(C)C=CC=CC=1.C(OCC)(=[O:29])C, predict the reaction product. The product is: [CH3:15][C:14]1[NH:11][C:10](=[O:29])[C:4]([C:5]([O:7][CH2:8][CH3:9])=[O:6])=[C:3]([S:12][CH3:13])[N:17]=1. (6) Given the reactants [NH2:1][C:2]1[CH:7]=[CH:6][C:5]([C:8]2[CH:13]=[C:12]([NH:14][CH2:15][C:16]3[CH:21]=[CH:20][C:19]([Cl:22])=[CH:18][C:17]=3[Cl:23])[N:11]3[N:24]=[CH:25][CH:26]=[C:10]3[N:9]=2)=[CH:4][CH:3]=1.[NH:27]1[C:31](=[O:32])[CH2:30][CH2:29][C@@H:28]1[C:33](O)=[O:34].Cl.CN(C)CCCN=C=NCC.O.ON1C2C=CC=CC=2N=N1, predict the reaction product. The product is: [Cl:23][C:17]1[CH:18]=[C:19]([Cl:22])[CH:20]=[CH:21][C:16]=1[CH2:15][NH:14][C:12]1[N:11]2[N:24]=[CH:25][CH:26]=[C:10]2[N:9]=[C:8]([C:5]2[CH:6]=[CH:7][C:2]([NH:1][C:33]([CH:28]3[CH2:29][CH2:30][C:31](=[O:32])[NH:27]3)=[O:34])=[CH:3][CH:4]=2)[CH:13]=1. (7) Given the reactants [CH2:1]([S:3]([N:6]1[CH:10]=[C:9](B2OC(C)(C)C(C)(C)O2)[CH:8]=[N:7]1)(=[O:5])=[O:4])[CH3:2].Cl[C:21]1[N:26]=[C:25]([NH2:27])[CH:24]=[CH:23][N:22]=1.C(=O)([O-])[O-].[Cs+].[Cs+], predict the reaction product. The product is: [CH2:1]([S:3]([N:6]1[CH:10]=[C:9]([C:21]2[N:26]=[C:25]([NH2:27])[CH:24]=[CH:23][N:22]=2)[CH:8]=[N:7]1)(=[O:4])=[O:5])[CH3:2].